Task: Predict which catalyst facilitates the given reaction.. Dataset: Catalyst prediction with 721,799 reactions and 888 catalyst types from USPTO (1) Reactant: [Cl:1]N1C(=O)CCC1=O.CN(C)C=O.[C:14]([O:18][C:19](=[O:47])[NH:20][CH2:21][C:22]1[N:27]=[CH:26][C:25]([C:28]2[N:36]=[C:35]3[C:31]([N:32]=[CH:33][N:34]3[CH2:37][CH:38]3[CH2:40][CH2:39]3)=[C:30]([N:41]3[CH2:46][CH2:45][O:44][CH2:43][CH2:42]3)[N:29]=2)=[CH:24][N:23]=1)([CH3:17])([CH3:16])[CH3:15]. Product: [C:14]([O:18][C:19](=[O:47])[NH:20][CH2:21][C:22]1[N:23]=[CH:24][C:25]([C:28]2[N:36]=[C:35]3[C:31]([N:32]=[C:33]([Cl:1])[N:34]3[CH2:37][CH:38]3[CH2:40][CH2:39]3)=[C:30]([N:41]3[CH2:46][CH2:45][O:44][CH2:43][CH2:42]3)[N:29]=2)=[CH:26][N:27]=1)([CH3:17])([CH3:15])[CH3:16]. The catalyst class is: 13. (2) Reactant: CS(C)=O.Cl[C:6]1[CH:11]=[C:10]([O:12][CH2:13][C:14]#[C:15][CH3:16])[N:9]=[CH:8][N:7]=1.C(=O)([O-])[O-].[K+].[K+].[CH:23]([NH2:26])([CH3:25])[CH3:24]. Product: [CH2:13]([O:12][C:10]1[CH:11]=[C:6]([NH:26][CH:23]([CH3:25])[CH3:24])[N:7]=[CH:8][N:9]=1)[C:14]#[C:15][CH3:16]. The catalyst class is: 310. (3) Reactant: [F:1][C:2]([F:48])([F:47])[C:3]1[CH:4]=[C:5]([C@H:13]2[O:17][C:16](=[O:18])[N:15]([CH2:19][C:20]3[C:25]([C:26]4[S:30][C:29]([C:31]5[CH:39]=[CH:38][C:34]([C:35]([OH:37])=[O:36])=[CH:33][C:32]=5[CH3:40])=[N:28][C:27]=4[CH3:41])=[CH:24][N:23]=[C:22](S(C)(=O)=O)[N:21]=3)[C@H:14]2[CH3:46])[CH:6]=[C:7]([C:9]([F:12])([F:11])[F:10])[CH:8]=1.[NH:49]1[CH2:54][CH2:53][O:52][CH2:51][CH2:50]1.CCN(C(C)C)C(C)C. The catalyst class is: 1. Product: [F:47][C:2]([F:1])([F:48])[C:3]1[CH:4]=[C:5]([C@H:13]2[O:17][C:16](=[O:18])[N:15]([CH2:19][C:20]3[C:25]([C:26]4[S:30][C:29]([C:31]5[CH:39]=[CH:38][C:34]([C:35]([OH:37])=[O:36])=[CH:33][C:32]=5[CH3:40])=[N:28][C:27]=4[CH3:41])=[CH:24][N:23]=[C:22]([N:49]4[CH2:54][CH2:53][O:52][CH2:51][CH2:50]4)[N:21]=3)[C@H:14]2[CH3:46])[CH:6]=[C:7]([C:9]([F:12])([F:10])[F:11])[CH:8]=1. (4) Reactant: [F:1][C:2]1[C:3]([I:11])=[C:4]2[CH:10]=[CH:9][NH:8][C:5]2=[N:6][CH:7]=1.[H-].[Na+].[CH3:14][Si:15]([CH3:22])([CH3:21])[CH2:16][CH2:17][O:18][CH2:19]Cl. Product: [F:1][C:2]1[C:3]([I:11])=[C:4]2[CH:10]=[CH:9][N:8]([CH2:19][O:18][CH2:17][CH2:16][Si:15]([CH3:22])([CH3:21])[CH3:14])[C:5]2=[N:6][CH:7]=1. The catalyst class is: 3. (5) Reactant: [Cl:1][C:2]1[CH:7]=[C:6](Cl)[N:5]=[C:4]([NH2:9])[N:3]=1.[Br-].[CH:11]12[CH2:20][CH:15]3[CH2:16][CH:17]([CH2:19][CH:13]([CH2:14]3)[CH:12]1[Zn+])[CH2:18]2. Product: [CH:11]12[CH2:20][CH:15]3[CH2:16][CH:17]([CH2:19][CH:13]([CH2:14]3)[CH:12]1[C:6]1[CH:7]=[C:2]([Cl:1])[N:3]=[C:4]([NH2:9])[N:5]=1)[CH2:18]2. The catalyst class is: 1. (6) Reactant: [NH2:1][OH:2].O.[F:4][C:5]1[CH:6]=[CH:7][C:8]([CH3:15])=[C:9]([S:11](Cl)(=[O:13])=[O:12])[CH:10]=1.S(Cl)(Cl)(=O)=O. Product: [F:4][C:5]1[CH:6]=[CH:7][C:8]([CH3:15])=[C:9]([S:11]([NH:1][OH:2])(=[O:13])=[O:12])[CH:10]=1. The catalyst class is: 305. (7) Reactant: [CH3:1][O:2][C:3]([N:5]1[CH2:10][CH2:9][CH:8]([CH3:11])[CH:7]([O:12][C:13](=[O:15])[CH3:14])[CH:6]1OC(=O)C)=[O:4].C(OC1C(C)CCN(C(O)=O)C1O)(=O)C. Product: [CH3:1][O:2][C:3]([N:5]1[CH:6]=[C:7]([O:12][C:13](=[O:15])[CH3:14])[CH:8]([CH3:11])[CH2:9][CH2:10]1)=[O:4]. The catalyst class is: 152. (8) The catalyst class is: 6. Reactant: [NH3:1].[NH4+].[C:3](=[O:6])([O-:5])[O-:4].[C:7](=[O:10])(O)[O-:8].C(=O)=O. Product: [C:3](=[O:4])([OH:6])[O-:5].[C:7](=[O:10])([O-:8])[NH2:1].[NH4+:1]. (9) Reactant: Br[C:2]1[C:3]([N:21]2[CH2:26][CH2:25][C:24]([CH3:28])([CH3:27])[CH2:23][CH2:22]2)=[C:4]([C@H:10]([O:16][C:17]([CH3:20])([CH3:19])[CH3:18])[C:11]([O:13][CH2:14][CH3:15])=[O:12])[C:5]([CH3:9])=[N:6][C:7]=1[CH3:8].[F:29][C:30]1[CH:31]=[C:32]([CH:44]=[CH:45][CH:46]=1)[CH2:33][O:34][C:35]1[CH:40]=[CH:39][C:38](B(O)O)=[CH:37][CH:36]=1.C([O-])([O-])=O.[Na+].[Na+]. Product: [C:17]([O:16][C@@H:10]([C:4]1[C:5]([CH3:9])=[N:6][C:7]([CH3:8])=[C:2]([C:38]2[CH:37]=[CH:36][C:35]([O:34][CH2:33][C:32]3[CH:44]=[CH:45][CH:46]=[C:30]([F:29])[CH:31]=3)=[CH:40][CH:39]=2)[C:3]=1[N:21]1[CH2:26][CH2:25][C:24]([CH3:28])([CH3:27])[CH2:23][CH2:22]1)[C:11]([O:13][CH2:14][CH3:15])=[O:12])([CH3:20])([CH3:19])[CH3:18]. The catalyst class is: 128.